Task: Predict the product of the given reaction.. Dataset: Forward reaction prediction with 1.9M reactions from USPTO patents (1976-2016) Given the reactants CN(C)C=O.Br[CH2:7][C:8]([N:10]1[CH2:15][CH2:14][C:13]2([C:23]3[C:18](=[CH:19][CH:20]=[CH:21][CH:22]=3)[NH:17][C:16]2=[O:24])[CH2:12][CH2:11]1)=[O:9].[C:25]1([CH3:32])[C:30]([OH:31])=[CH:29][CH:28]=[CH:27][CH:26]=1.C(=O)([O-])[O-].[K+].[K+], predict the reaction product. The product is: [CH3:32][C:25]1[CH:26]=[CH:27][CH:28]=[CH:29][C:30]=1[O:31][CH2:7][C:8]([N:10]1[CH2:15][CH2:14][C:13]2([C:23]3[C:18](=[CH:19][CH:20]=[CH:21][CH:22]=3)[NH:17][C:16]2=[O:24])[CH2:12][CH2:11]1)=[O:9].